Dataset: Experimentally validated miRNA-target interactions with 360,000+ pairs, plus equal number of negative samples. Task: Binary Classification. Given a miRNA mature sequence and a target amino acid sequence, predict their likelihood of interaction. (1) The miRNA is hsa-miR-6745 with sequence UGGGUGGAAGAAGGUCUGGUU. The protein sequence of the target gene is MAGRGGAARPNGPAAGNKICQFKLVLLGESAVGKSSLVLRFVKGQFHEYQESTIGAAFLTQTVCLDDTTVKFEIWDTAGQERYHSLAPMYYRGAQAAIVVYDITNTDTFARAKNWVKELQRQASPNIVIALAGNKADLASKRAVEFQEAQAYADDNSLLFMETSAKTAMNVNEIFMAIAKKLPKNEPQNATGAPGRNRGVDLQENNPASRSQCCSN. Result: 1 (interaction). (2) The miRNA is hsa-miR-892b with sequence CACUGGCUCCUUUCUGGGUAGA. The protein sequence of the target gene is MAAASVTPPGSLELLQPGFSKTLLGTKLEAKYLCSACRNVLRRPFQAQCGHRYCSFCLASILSSGPQNCAACVHEGIYEEGISILESSSAFPDNAARREVESLPAVCPSDGCTWKGTLKEYESCHEGRCPLMLTECPACKGLVRLGEKERHLEHECPERSLSCRHCRAPCCGADVKAHHEVCPKFPLTCDGCGKKKIPREKFQDHVKTCGKCRVPCRFHAIGCLETVEGEKQQEHEVQWLREHLAMLLSSVLEAKPLLGDQSHAGSELLQRCESLEKKTATFENIVCVLNREVERVAMTA.... Result: 1 (interaction). (3) The miRNA is hsa-miR-512-3p with sequence AAGUGCUGUCAUAGCUGAGGUC. The protein sequence of the target gene is MQQKAFEESRYPWQESFENVAVCLPLRCPRCGDHTRFRSLSSLRAHLEFSHSYEERTLLTKCSLFPSLKDTDLVTSSELLKPGKLQSSGNVVKQKPSYVNLYSISHEHSKDRKPFEVVAERPVSYVQTYTAMDLHADSLDGTRSGPGLPTSDTKASFEAHVREKFNRMVEAVDRTIEKRIDKLTKELAQKTAELLEVRAAFVQLTQKKQEVQRRERALNRQVDVAVEMIAVLRQRLTESEEELLRKEEEVVTFNHFLEAAAEKEVQGKARLQDFIENLLQRVELAEKQLEYYQSQQASGF.... Result: 0 (no interaction). (4) The miRNA is mmu-miR-15a-5p with sequence UAGCAGCACAUAAUGGUUUGUG. The protein sequence of the target gene is MEDEERQRKLAAGKAKLARFRQRKAQYDGDIPKKQKKKRTSSSKHDSSLHTDQQSGELCSESSQRVDLAGNPDCSGPERKHGQVFSAEPESEISTTADECSSEINGCNSVMKPRKPTDPLREEEFSLDDSSSEQGAQSSQTCLQMVEKELAEKQHDIEELTQELEEMRASFGTEGLKQLQEFEAAIKQRDGIITQLTANLQQARREKDDTMVEFLELTEQSQKLQIQFQHLQANETLQNSTLSRTATDLLQAKRQIFTQQQQLQDYQKKEEDLQAQISFLQEKLRAFEMEKDRKIENLNA.... Result: 1 (interaction). (5) The miRNA is hsa-miR-30a-3p with sequence CUUUCAGUCGGAUGUUUGCAGC. The protein sequence of the target gene is MALLALLLVVALPRVWTDANLTARQRDPEDSQRTDEGDNRVWCHVCERENTFECQNPRRCKWTEPYCVIAAVKIFPRFFMVAKQCSAGCAAMERPKPEEKRFLLEEPMPFFYLKCCKIRYCNLEGPPINSSVFKEYAGSMGESCGGLWLAILLLLASIAAGLSLS. Result: 1 (interaction). (6) The miRNA is mmu-miR-195a-5p with sequence UAGCAGCACAGAAAUAUUGGC. The protein sequence of the target gene is MWLDRRGWLRVLGHWRYDLRRPSFTRTWSGDKGPMAETVSTQVGTEGGLRASHQQNGDAGGDAKVELSPGPPKPAGREVEPAPVGGEHPSAAAPGPGKHKKRRGATRERVVPPPKKRRTGVSFGDEHFAETSYYFEGGLRKVRPYYFDFRTYCKGRWVGHSLLHVFSTEFRAQPLAYYEAAVRAGRLQLNEKPVQDLNIVLKDNDFLRNTVHRHEPPVTAEPIRLLAENEDVVVVDKPSSIPVHPCGRFRHNTVIFILGKEHQLKELHPLHRLDRLTSGVLMFAKTAAVSERIHEQVRDR.... Result: 0 (no interaction). (7) The miRNA is hsa-miR-4753-5p with sequence CAAGGCCAAAGGAAGAGAACAG. The protein sequence of the target gene is MSNSNTTQETLEIMKESEKKLVEESVNKNKFISKTPSKEEIEKECEDTSLRQETQRRTSNHGHARKRAKSNSKLKLVRSLAVCEESSTPFADGPLETQDIIQLHISCPSDKEEEKSTKDVSEKEDKDKNKEKIPRKMLSRDSSQEYTDSTGIDLHEFLVNTLKKNPRDRMMLLKLEQEILEFINDNNNQFKKFPQMTSYHRMLLHRVAAYFGMDHNVDQTGKAVIINKTSNTRIPEQRFSEHIKDEKNTEFQQRFILKRDDASMDRDDNQTGQNGYLNDIRLSKEAFSSSSHKRRQIFRG.... Result: 1 (interaction).